This data is from Catalyst prediction with 721,799 reactions and 888 catalyst types from USPTO. The task is: Predict which catalyst facilitates the given reaction. Reactant: [F:1][C:2]1[CH:7]=[C:6]([O:8][CH2:9][CH:10]2[CH2:15][CH2:14][N:13]([CH2:16][C:17]([F:20])([CH3:19])[CH3:18])[CH2:12][CH2:11]2)[CH:5]=[CH:4][C:3]=1[C:21]1[CH:22]=[CH:23][C:24]([C:27]([O:29]C)=[O:28])=[N:25][CH:26]=1.O[Li].O.Cl. Product: [F:1][C:2]1[CH:7]=[C:6]([O:8][CH2:9][CH:10]2[CH2:15][CH2:14][N:13]([CH2:16][C:17]([F:20])([CH3:19])[CH3:18])[CH2:12][CH2:11]2)[CH:5]=[CH:4][C:3]=1[C:21]1[CH:22]=[CH:23][C:24]([C:27]([OH:29])=[O:28])=[N:25][CH:26]=1. The catalyst class is: 20.